Dataset: Reaction yield outcomes from USPTO patents with 853,638 reactions. Task: Predict the reaction yield, written as a fraction of the theoretical maximum amount of product (1.0 means a 100% yield; for example, 0.34 means a 34% yield). The reactants are [CH2:1]([O:8][C:9]1[CH:14]=[CH:13][C:12](Br)=[CH:11][C:10]=1[O:16][CH3:17])[C:2]1[CH:7]=[CH:6][CH:5]=[CH:4][CH:3]=1.[Li]CCCC.[N:23]1[CH:28]=[CH:27][CH:26]=[CH:25][C:24]=1[CH2:29][CH2:30][N:31]1[C:39](=[O:40])[C:38]2[C:33](=[CH:34][CH:35]=[CH:36][CH:37]=2)[C:32]1=[O:41]. The catalyst is C1COCC1. The product is [CH2:1]([O:8][C:9]1[CH:14]=[CH:13][C:12]([C:39]2([OH:40])[C:38]3[C:33](=[CH:34][CH:35]=[CH:36][CH:37]=3)[C:32](=[O:41])[N:31]2[CH2:30][CH2:29][C:24]2[CH:25]=[CH:26][CH:27]=[CH:28][N:23]=2)=[CH:11][C:10]=1[O:16][CH3:17])[C:2]1[CH:7]=[CH:6][CH:5]=[CH:4][CH:3]=1. The yield is 0.460.